The task is: Regression. Given a peptide amino acid sequence and an MHC pseudo amino acid sequence, predict their binding affinity value. This is MHC class I binding data.. This data is from Peptide-MHC class I binding affinity with 185,985 pairs from IEDB/IMGT. (1) The binding affinity (normalized) is 0.311. The peptide sequence is FVSLAIDAY. The MHC is HLA-A26:01 with pseudo-sequence HLA-A26:01. (2) The peptide sequence is FIMLEGETK. The MHC is HLA-A02:01 with pseudo-sequence HLA-A02:01. The binding affinity (normalized) is 0.0451. (3) The peptide sequence is EVERLMELPV. The MHC is HLA-A02:06 with pseudo-sequence HLA-A02:06. The binding affinity (normalized) is 0.242.